Dataset: Reaction yield outcomes from USPTO patents with 853,638 reactions. Task: Predict the reaction yield, written as a fraction of the theoretical maximum amount of product (1.0 means a 100% yield; for example, 0.34 means a 34% yield). (1) The reactants are [H-].[Na+].[CH3:3][N:4]([CH3:8])[CH2:5][CH2:6][OH:7].[F:9][C:10]1[CH:11]=[C:12]([CH:33]=[CH:34][CH:35]=1)[CH2:13][O:14][C:15]1[CH:32]=[CH:31][C:18]([NH:19][C:20]2[C:29]3[C:24](=[CH:25][CH:26]=[CH:27][C:28]=3F)[N:23]=[CH:22][N:21]=2)=[CH:17][CH:16]=1.[Cl-].[NH4+]. The catalyst is O1CCOCC1. The product is [F:9][C:10]1[CH:11]=[C:12]([CH:33]=[CH:34][CH:35]=1)[CH2:13][O:14][C:15]1[CH:32]=[CH:31][C:18]([NH:19][C:20]2[C:29]3[C:24](=[CH:25][CH:26]=[CH:27][C:28]=3[O:7][CH2:6][CH2:5][N:4]([CH3:8])[CH3:3])[N:23]=[CH:22][N:21]=2)=[CH:17][CH:16]=1. The yield is 0.580. (2) The reactants are [P:1]([O-:12])([O:7][C:8]([CH3:11])([CH3:10])[CH3:9])[O:2][C:3]([CH3:6])([CH3:5])[CH3:4].C[Si]([N-][Si](C)(C)C)(C)C.[Li+].[Br:23][CH2:24][C:25]1[CH:32]=[CH:31][C:28]([CH:29]=[O:30])=[C:27]([Br:33])[CH:26]=1.C([O-])(=O)C.[NH4+]. The catalyst is C1COCC1. The product is [Br:33][C:27]1[CH:26]=[C:25]([CH2:24][Br:23])[CH:32]=[CH:31][C:28]=1[CH:29]([P:1](=[O:12])([O:7][C:8]([CH3:11])([CH3:10])[CH3:9])[O:2][C:3]([CH3:5])([CH3:6])[CH3:4])[OH:30]. The yield is 0.890. (3) The reactants are [H-].[H-].[H-].[H-].[Li+].[Al+3].[F:7][C:8]1[CH:13]=[CH:12][C:11]([N:14]2[C:18]3=[C:19]4[C:24](=[C:25]([C:27]5[CH:28]=[N:29][CH:30]=[CH:31][CH:32]=5)[CH:26]=[C:17]3[C:16]([C:33](OC)=[O:34])=[N:15]2)[CH:23]=[N:22][CH:21]=[CH:20]4)=[CH:10][CH:9]=1.O.[OH-].[Na+]. The catalyst is C1COCC1. The product is [F:7][C:8]1[CH:9]=[CH:10][C:11]([N:14]2[C:18]3=[C:19]4[C:24](=[C:25]([C:27]5[CH:28]=[N:29][CH:30]=[CH:31][CH:32]=5)[CH:26]=[C:17]3[C:16]([CH2:33][OH:34])=[N:15]2)[CH:23]=[N:22][CH:21]=[CH:20]4)=[CH:12][CH:13]=1. The yield is 0.510. (4) The reactants are [Si:1]([O:18][CH2:19][C@@H:20]1[N:25]([C:26]([O:28][C:29]([CH3:32])([CH3:31])[CH3:30])=[O:27])[CH2:24][C@H:23]([C:33]2[N:37]3[CH:38]=[CH:39][N:40]=[C:41]([Cl:42])[C:36]3=[CH:35][N:34]=2)[O:22][CH2:21]1)([C:14]([CH3:17])([CH3:16])[CH3:15])([C:8]1[CH:13]=[CH:12][CH:11]=[CH:10][CH:9]=1)[C:2]1[CH:7]=[CH:6][CH:5]=[CH:4][CH:3]=1.[Br:43]N1C(=O)CCC1=O. The catalyst is CN(C=O)C. The product is [Br:43][C:35]1[N:34]=[C:33]([C@@H:23]2[O:22][CH2:21][C@H:20]([CH2:19][O:18][Si:1]([C:14]([CH3:17])([CH3:16])[CH3:15])([C:2]3[CH:7]=[CH:6][CH:5]=[CH:4][CH:3]=3)[C:8]3[CH:9]=[CH:10][CH:11]=[CH:12][CH:13]=3)[N:25]([C:26]([O:28][C:29]([CH3:32])([CH3:30])[CH3:31])=[O:27])[CH2:24]2)[N:37]2[CH:38]=[CH:39][N:40]=[C:41]([Cl:42])[C:36]=12. The yield is 0.880. (5) The reactants are [CH3:1][N:2]1[CH2:7][CH2:6][NH:5][CH2:4][CH2:3]1.[Cl:8][C:9]1[CH:14]=[CH:13][N:12]=[C:11]2[CH:15]=[C:16]([C:18](Cl)=[O:19])[S:17][C:10]=12.CCN(CC)CC. The catalyst is C(Cl)Cl.O. The product is [Cl:8][C:9]1[CH:14]=[CH:13][N:12]=[C:11]2[CH:15]=[C:16]([C:18]([N:5]3[CH2:6][CH2:7][N:2]([CH3:1])[CH2:3][CH2:4]3)=[O:19])[S:17][C:10]=12. The yield is 0.910.